Task: Predict which catalyst facilitates the given reaction.. Dataset: Catalyst prediction with 721,799 reactions and 888 catalyst types from USPTO (1) Reactant: [Br:1][C:2]1[CH:7]=[CH:6][C:5]([N:8]=[C:9]=[O:10])=[C:4]([Cl:11])[CH:3]=1.Cl.[Cl:13][CH2:14][CH2:15][NH2:16].O. Product: [Br:1][C:2]1[CH:7]=[CH:6][C:5]([NH:8][C:9]([NH:16][CH2:15][CH2:14][Cl:13])=[O:10])=[C:4]([Cl:11])[CH:3]=1. The catalyst class is: 1. (2) Reactant: [Cl-].O[NH3+:3].[C:4](=[O:7])([O-])[OH:5].[Na+].CS(C)=O.[Si]([O:20][CH:21]([C:52](C)(C)C)[CH2:22][N:23]1[C:28](=[O:29])[C:27]([CH2:30][C:31]2[CH:36]=[CH:35][C:34]([C:37]3[C:38]([C:43]#[N:44])=[CH:39][CH:40]=[CH:41][CH:42]=3)=[CH:33][CH:32]=2)=[C:26]([CH2:45][CH2:46][CH3:47])[N:25]2[N:48]=[C:49]([CH3:51])[N:50]=[C:24]12)(C(C)(C)C)(C)C. Product: [OH:20][CH:21]([CH3:52])[CH2:22][N:23]1[C:28](=[O:29])[C:27]([CH2:30][C:31]2[CH:36]=[CH:35][C:34]([C:37]3[CH:42]=[CH:41][CH:40]=[CH:39][C:38]=3[C:43]3[NH:3][C:4](=[O:7])[O:5][N:44]=3)=[CH:33][CH:32]=2)=[C:26]([CH2:45][CH2:46][CH3:47])[N:25]2[N:48]=[C:49]([CH3:51])[N:50]=[C:24]12. The catalyst class is: 69. (3) Reactant: [NH:1]([C:3]1[CH:7]=[CH:6][S:5][C:4]=1[C:8]([O:10][CH3:11])=[O:9])[NH2:2].[CH:12](=O)[C:13]1[CH:18]=[CH:17][CH:16]=[CH:15][CH:14]=1. Product: [CH:12](=[N:2]/[NH:1][C:3]1[CH:7]=[CH:6][S:5][C:4]=1[C:8]([O:10][CH3:11])=[O:9])\[C:13]1[CH:18]=[CH:17][CH:16]=[CH:15][CH:14]=1. The catalyst class is: 8.